From a dataset of Experimentally validated miRNA-target interactions with 360,000+ pairs, plus equal number of negative samples. Binary Classification. Given a miRNA mature sequence and a target amino acid sequence, predict their likelihood of interaction. (1) The miRNA is hsa-miR-6824-3p with sequence UCUCUGGUCUUGCCACCCCAG. The protein sequence of the target gene is MALRVAAFDLDGVLALPSIAGAFRRSEEALALPRDFLLGAYQTEFPEGPTEQLMKGKITFSQWVPLMDESYRKSSKACGANLPENFSISQIFSQAMAARSINRPMLQAAIALKKKGFTTCIVTNNWLDDGDKRDSLAQMMCELSQHFDFLIESCQVGMIKPEPQIYNFLLDTLKAKPNEVVFLDDFGSNLKPARDMGMVTILVHNTASALRELEKVTGTQFPEAPLPVPCNPNDVSHGYVTVKPGIRLHFVEMGSGPALCLCHGFPESWFSWRYQIPALAQAGFRVLAIDMKGYGDSSSP.... Result: 0 (no interaction). (2) The protein sequence of the target gene is MNEEGGYLGAMTYQCLYSPVMEKIKQQHRDDPRASLALNKLHTALTTCEQASPSFLYDFTKVLLDDSELSVNLQESYLRMHDTSPTNDLIVSGYEQNADYKELTKRAIELRRVLSRVPEEMSDRHAFLETIKLIASSIKKLLEAINAVYRIVPLTAQPAVEKRKREFVHYSKRFSNTLKTYFKDQNANQVSVSANQLVFQTTMIVRTINEKLRRG. The miRNA is cel-miR-233-3p with sequence UUGAGCAAUGCGCAUGUGCGGGA. Result: 1 (interaction).